This data is from Reaction yield outcomes from USPTO patents with 853,638 reactions. The task is: Predict the reaction yield, written as a fraction of the theoretical maximum amount of product (1.0 means a 100% yield; for example, 0.34 means a 34% yield). (1) The reactants are [CH3:1][N:2]1[C:8]2[C:9]([N+:13]([O-])=O)=[CH:10][CH:11]=[CH:12][C:7]=2[C:6](=[O:16])[NH:5][CH2:4][CH2:3]1. The catalyst is CO.[Pd]. The product is [NH2:13][C:9]1[C:8]2[N:2]([CH3:1])[CH2:3][CH2:4][NH:5][C:6](=[O:16])[C:7]=2[CH:12]=[CH:11][CH:10]=1. The yield is 0.990. (2) The reactants are [OH:1][C:2]1[CH:6]=[C:5]([C:7]([F:10])([F:9])[F:8])[S:4][C:3]=1[C:11]([O:13][CH3:14])=[O:12].CI.[C:17]([O-])([O-])=O.[K+].[K+].O. The catalyst is CS(C)=O. The product is [CH3:17][O:1][C:2]1[CH:6]=[C:5]([C:7]([F:10])([F:8])[F:9])[S:4][C:3]=1[C:11]([O:13][CH3:14])=[O:12]. The yield is 0.870. (3) The reactants are [CH2:1]([O:3][C:4](=[O:22])[CH2:5][NH:6][CH2:7][CH2:8][NH:9][S:10]([C:13]1[S:14][C:15]2[CH:21]=[CH:20][CH:19]=[CH:18][C:16]=2[N:17]=1)(=[O:12])=[O:11])[CH3:2].[CH3:23][O:24][C:25]1[CH:26]=[C:27]([CH:47]=[CH:48][C:49]=1[O:50][CH3:51])[CH2:28][O:29][C:30]([NH:32][C:33]1[NH:34][C:35](=[O:46])[C:36]2[N:37]=[CH:38][N:39]([CH2:42][C:43](O)=[O:44])[C:40]=2[N:41]=1)=[O:31]. No catalyst specified. The product is [CH2:1]([O:3][C:4](=[O:22])[CH2:5][N:6]([CH2:7][CH2:8][NH:9][S:10]([C:13]1[S:14][C:15]2[CH:21]=[CH:20][CH:19]=[CH:18][C:16]=2[N:17]=1)(=[O:12])=[O:11])[C:43](=[O:44])[CH2:42][N:39]1[CH:38]=[N:37][C:36]2[C:35](=[O:46])[NH:34][C:33]([NH:32][C:30]([O:29][CH2:28][C:27]3[CH:47]=[CH:48][C:49]([O:50][CH3:51])=[C:25]([O:24][CH3:23])[CH:26]=3)=[O:31])=[N:41][C:40]1=2)[CH3:2]. The yield is 0.680.